This data is from Forward reaction prediction with 1.9M reactions from USPTO patents (1976-2016). The task is: Predict the product of the given reaction. (1) Given the reactants [O:1]=[C:2]1[CH2:7][CH2:6][N:5]([C:8]([O:10][C:11]([CH3:14])([CH3:13])[CH3:12])=[O:9])[CH2:4][CH2:3]1.[CH2:15](Br)[CH:16]=[CH2:17].[Cl-].[NH4+], predict the reaction product. The product is: [CH2:17]([C:2]1([OH:1])[CH2:3][CH2:4][N:5]([C:8]([O:10][C:11]([CH3:14])([CH3:13])[CH3:12])=[O:9])[CH2:6][CH2:7]1)[CH:16]=[CH2:15]. (2) Given the reactants [Br:1][C:2]1[S:6][C:5]([C:7]([CH3:19])([CH3:18])[C:8]([O:10]CC2C=CC=CC=2)=[O:9])=[CH:4][C:3]=1[CH3:20].[OH-].[Na+], predict the reaction product. The product is: [Br:1][C:2]1[S:6][C:5]([C:7]([CH3:18])([CH3:19])[C:8]([OH:10])=[O:9])=[CH:4][C:3]=1[CH3:20]. (3) Given the reactants [NH:1]1[CH2:6][CH2:5][CH:4]([CH2:7][C:8]2[CH:16]=[CH:15][C:11]([C:12]([OH:14])=[O:13])=[CH:10][CH:9]=2)[CH2:3][CH2:2]1.C=O.[BH3-][C:20]#N.[Na+], predict the reaction product. The product is: [CH3:20][N:1]1[CH2:6][CH2:5][CH:4]([CH2:7][C:8]2[CH:16]=[CH:15][C:11]([C:12]([OH:14])=[O:13])=[CH:10][CH:9]=2)[CH2:3][CH2:2]1. (4) Given the reactants S(Cl)(Cl)=O.[Br:5][C:6]1[CH:11]=[CH:10][C:9]([F:12])=[CH:8][C:7]=1[CH2:13][C:14]([OH:16])=O.[CH3:17][NH2:18], predict the reaction product. The product is: [Br:5][C:6]1[CH:11]=[CH:10][C:9]([F:12])=[CH:8][C:7]=1[CH2:13][C:14]([NH:18][CH3:17])=[O:16]. (5) Given the reactants [NH2:1][C:2]([C:4]1[CH:5]=[N:6][C:7]2[C:12]([C:13]=1[NH:14][C:15]1[CH:16]=[C:17]([CH:22]=[CH:23][CH:24]=1)[C:18]([O:20][CH3:21])=[O:19])=[CH:11][C:10]([O:25][CH3:26])=[C:9](Cl)[CH:8]=2)=[O:3].[N:28]1[CH:33]=[CH:32][C:31](B(O)O)=[CH:30][CH:29]=1.C(=O)([O-])[O-].[K+].[K+], predict the reaction product. The product is: [NH2:1][C:2]([C:4]1[CH:5]=[N:6][C:7]2[C:12]([C:13]=1[NH:14][C:15]1[CH:16]=[C:17]([CH:22]=[CH:23][CH:24]=1)[C:18]([O:20][CH3:21])=[O:19])=[CH:11][C:10]([O:25][CH3:26])=[C:9]([C:31]1[CH:32]=[CH:33][N:28]=[CH:29][CH:30]=1)[CH:8]=2)=[O:3].